From a dataset of hERG Central: cardiac toxicity at 1µM, 10µM, and general inhibition. Predict hERG channel inhibition at various concentrations. (1) Results: hERG_inhib (hERG inhibition (general)): blocker. The compound is Nc1c2c(nc3ccc(Br)cc13)N(C1CCCCC1)CC2.O=C(O)C(=O)O. (2) The compound is O=C(Nc1ccc(Cl)cc1)C1CCCN(C2=NS(=O)(=O)c3ccccc32)C1. Results: hERG_inhib (hERG inhibition (general)): blocker. (3) The drug is COc1ccc2c(=O)c3c(=O)n(Cc4ccco4)c(-c4ccc(C)cc4)nc3oc2c1. Results: hERG_inhib (hERG inhibition (general)): blocker. (4) The drug is CC(=O)n1cc([C@@H]2C=C(C(=O)N3CCOCC3)O[C@H](OCc3ccc(CO)cc3)C2)c2ccccc21. Results: hERG_inhib (hERG inhibition (general)): blocker.